This data is from Reaction yield outcomes from USPTO patents with 853,638 reactions. The task is: Predict the reaction yield, written as a fraction of the theoretical maximum amount of product (1.0 means a 100% yield; for example, 0.34 means a 34% yield). (1) The reactants are [CH2:1]([O:3][C:4](=[O:14])[CH2:5][C:6]1[CH:11]=[CH:10][C:9]([NH:12][CH3:13])=[CH:8][CH:7]=1)[CH3:2].[CH3:15][S:16](Cl)(=[O:18])=[O:17]. The catalyst is N1C=CC=CC=1. The product is [CH2:1]([O:3][C:4](=[O:14])[CH2:5][C:6]1[CH:11]=[CH:10][C:9]([N:12]([S:16]([CH3:15])(=[O:18])=[O:17])[CH3:13])=[CH:8][CH:7]=1)[CH3:2]. The yield is 0.780. (2) The reactants are C[O:2][C:3]([C:5]1[CH:6]=[C:7]([C:14]2[CH:19]=[CH:18][CH:17]=[CH:16][CH:15]=2)[C:8]([F:13])=[CH:9][C:10]=1[O:11][CH3:12])=[O:4].[OH-].[Na+]. The catalyst is O1CCOCC1. The product is [F:13][C:8]1[C:7]([C:14]2[CH:19]=[CH:18][CH:17]=[CH:16][CH:15]=2)=[CH:6][C:5]([C:3]([OH:4])=[O:2])=[C:10]([O:11][CH3:12])[CH:9]=1. The yield is 0.960. (3) The reactants are [CH2:1]([O:3][C:4](=[O:17])[NH:5][C:6]1[CH:11]=[CH:10][CH:9]=[CH:8][C:7]=1[O:12][C:13]([F:16])([F:15])[F:14])[CH3:2].[Li]C(CC)C.[I:23]I.[Cl-].[NH4+]. The yield is 0.940. The catalyst is C1COCC1.C1CCCCC1.O. The product is [CH2:1]([O:3][C:4](=[O:17])[NH:5][C:6]1[C:7]([O:12][C:13]([F:14])([F:16])[F:15])=[CH:8][CH:9]=[CH:10][C:11]=1[I:23])[CH3:2]. (4) The yield is 0.967. The catalyst is O1CCCC1. The reactants are [CH3:1][O:2][C:3]([C:5]1[C:13]2[N:12]=[C:11]([C:14]3[C:19]([F:20])=[C:18]([F:21])[C:17]([C:22]4[CH:27]=[CH:26][C:25]([CH:28]=O)=[CH:24][CH:23]=4)=[C:16]([F:30])[C:15]=3[F:31])[NH:10][C:9]=2[CH:8]=[C:7]([CH3:32])[CH:6]=1)=[O:4].[NH:33]1[CH2:38][CH2:37][CH2:36][CH2:35][CH2:34]1.C(O[BH-](OC(=O)C)OC(=O)C)(=O)C.[Na+]. The product is [CH3:1][O:2][C:3]([C:5]1[C:13]2[N:12]=[C:11]([C:14]3[C:15]([F:31])=[C:16]([F:30])[C:17]([C:22]4[CH:23]=[CH:24][C:25]([CH2:28][N:33]5[CH2:38][CH2:37][CH2:36][CH2:35][CH2:34]5)=[CH:26][CH:27]=4)=[C:18]([F:21])[C:19]=3[F:20])[NH:10][C:9]=2[CH:8]=[C:7]([CH3:32])[CH:6]=1)=[O:4]. (5) The reactants are [CH3:1][O:2][C:3]1[C:4]([N+:19]([O-])=O)=[C:5]([N:13]2[CH:17]=[C:16]([CH3:18])[N:15]=[CH:14]2)[CH:6]=[C:7]([C:9]([F:12])([F:11])[F:10])[CH:8]=1.C(O)C.[OH-].[Na+]. The catalyst is [Fe].C(O)(=O)C. The product is [CH3:1][O:2][C:3]1[CH:8]=[C:7]([C:9]([F:11])([F:10])[F:12])[CH:6]=[C:5]([N:13]2[CH:17]=[C:16]([CH3:18])[N:15]=[CH:14]2)[C:4]=1[NH2:19]. The yield is 0.940. (6) The reactants are [Cl:1][C:2]1[CH:3]=[C:4]([C:9](=[O:14])[C:10]([F:13])([F:12])[F:11])[CH:5]=[C:6]([Cl:8])[CH:7]=1.[BH4-].[Na+].[OH-].[Na+].[Cl-].[NH4+]. The catalyst is CO. The product is [Cl:1][C:2]1[CH:3]=[C:4]([CH:9]([OH:14])[C:10]([F:11])([F:12])[F:13])[CH:5]=[C:6]([Cl:8])[CH:7]=1. The yield is 0.790.